This data is from Peptide-MHC class I binding affinity with 185,985 pairs from IEDB/IMGT. The task is: Regression. Given a peptide amino acid sequence and an MHC pseudo amino acid sequence, predict their binding affinity value. This is MHC class I binding data. (1) The peptide sequence is TVIRFWHAM. The MHC is HLA-A03:01 with pseudo-sequence HLA-A03:01. The binding affinity (normalized) is 0.0847. (2) The MHC is HLA-A02:01 with pseudo-sequence HLA-A02:01. The binding affinity (normalized) is 0.912. The peptide sequence is FILDALAQA. (3) The peptide sequence is AISDYDYYRY. The MHC is Patr-B0101 with pseudo-sequence Patr-B0101. The binding affinity (normalized) is 0. (4) The peptide sequence is QHSFMANRM. The MHC is HLA-A26:03 with pseudo-sequence HLA-A26:03. The binding affinity (normalized) is 0.0847. (5) The peptide sequence is ITCVVIPSK. The MHC is HLA-A02:01 with pseudo-sequence HLA-A02:01. The binding affinity (normalized) is 0.0847. (6) The peptide sequence is RSTYRLDGW. The MHC is HLA-B58:01 with pseudo-sequence HLA-B58:01. The binding affinity (normalized) is 0.647. (7) The peptide sequence is VFYLYSLL. The MHC is H-2-Kb with pseudo-sequence H-2-Kb. The binding affinity (normalized) is 0.663. (8) The peptide sequence is DEYLCVNAT. The MHC is HLA-A68:02 with pseudo-sequence HLA-A68:02. The binding affinity (normalized) is 0. (9) The peptide sequence is NLPFLTTNV. The MHC is Mamu-A01 with pseudo-sequence Mamu-A01. The binding affinity (normalized) is 0. (10) The binding affinity (normalized) is 0. The peptide sequence is QPYPQSQPQY. The MHC is HLA-B51:01 with pseudo-sequence HLA-B51:01.